From a dataset of Forward reaction prediction with 1.9M reactions from USPTO patents (1976-2016). Predict the product of the given reaction. (1) Given the reactants [OH:1][C:2]1[CH:11]=[C:10]([N+:12]([O-:14])=[O:13])[CH:9]=[CH:8][C:3]=1[C:4]([O:6][CH3:7])=[O:5].C([O-])([O-])=O.[K+].[K+].Br[CH2:22][CH:23]1[CH2:25][CH2:24]1, predict the reaction product. The product is: [CH:23]1([CH2:22][O:1][C:2]2[CH:11]=[C:10]([N+:12]([O-:14])=[O:13])[CH:9]=[CH:8][C:3]=2[C:4]([O:6][CH3:7])=[O:5])[CH2:25][CH2:24]1. (2) Given the reactants [CH3:1][O:2][C:3]1[CH:12]=[CH:11][CH:10]=[C:9]2[C:4]=1[CH2:5][CH2:6][C@H:7]([CH3:13])[NH:8]2.ClCCl.[CH:17]1([C:20](Cl)=[O:21])[CH2:19][CH2:18]1, predict the reaction product. The product is: [CH:17]1([C:20]([N:8]2[C:9]3[C:4](=[C:3]([O:2][CH3:1])[CH:12]=[CH:11][CH:10]=3)[CH2:5][CH2:6][C@@H:7]2[CH3:13])=[O:21])[CH2:19][CH2:18]1. (3) Given the reactants [C:1]([O:5][C:6](=[O:29])[N:7]([C:17]1[S:21][N:20]=[C:19](SCC(=O)N(C)C)[N:18]=1)[CH2:8][C:9]1[CH:14]=[CH:13][C:12]([O:15][CH3:16])=[CH:11][CH:10]=1)([CH3:4])([CH3:3])[CH3:2].[F:30][C:31]([F:43])([F:42])[O:32][C:33]1[CH:34]=[C:35](B(O)O)[CH:36]=[CH:37][CH:38]=1, predict the reaction product. The product is: [C:1]([O:5][C:6](=[O:29])[N:7]([C:17]1[S:21][N:20]=[C:19]([C:35]2[CH:36]=[CH:37][CH:38]=[C:33]([O:32][C:31]([F:30])([F:42])[F:43])[CH:34]=2)[N:18]=1)[CH2:8][C:9]1[CH:10]=[CH:11][C:12]([O:15][CH3:16])=[CH:13][CH:14]=1)([CH3:3])([CH3:2])[CH3:4]. (4) Given the reactants [Cl:1][C:2]1[CH:3]=[C:4]2[C:8](=[CH:9][CH:10]=1)[NH:7][CH:6]=[C:5]2[CH2:11][CH2:12][NH:13][C:14](=[O:22])[C:15]1[CH:20]=[CH:19][C:18](I)=[CH:17][CH:16]=1.[F:23][C:24]1[CH:25]=[C:26](B(O)O)[CH:27]=[CH:28][CH:29]=1.C(=O)([O-])[O-].[Na+].[Na+], predict the reaction product. The product is: [Cl:1][C:2]1[CH:3]=[C:4]2[C:8](=[CH:9][CH:10]=1)[NH:7][CH:6]=[C:5]2[CH2:11][CH2:12][NH:13][C:14]([C:15]1[CH:20]=[CH:19][C:18]([C:28]2[CH:27]=[CH:26][CH:25]=[C:24]([F:23])[CH:29]=2)=[CH:17][CH:16]=1)=[O:22]. (5) Given the reactants [N:1]1[CH:6]=[CH:5][CH:4]=[CH:3][C:2]=1[C:7]([OH:9])=O.[C:10]([O:14][C:15]([N:17]1[CH2:22][CH2:21][CH2:20][C@H:19]([C:23](=[NH:26])[NH:24]O)[CH2:18]1)=[O:16])([CH3:13])([CH3:12])[CH3:11], predict the reaction product. The product is: [C:10]([O:14][C:15]([N:17]1[CH2:22][CH2:21][CH2:20][C@H:19]([C:23]2[N:26]=[C:7]([C:2]3[CH:3]=[CH:4][CH:5]=[CH:6][N:1]=3)[O:9][N:24]=2)[CH2:18]1)=[O:16])([CH3:13])([CH3:11])[CH3:12].